Dataset: Full USPTO retrosynthesis dataset with 1.9M reactions from patents (1976-2016). Task: Predict the reactants needed to synthesize the given product. (1) Given the product [Br:6][C:7]1[CH:15]=[C:14]([CH3:16])[CH:13]=[CH:12][C:8]=1[C:9]([O:11][CH3:17])=[O:10], predict the reactants needed to synthesize it. The reactants are: S(=O)(=O)(O)O.[Br:6][C:7]1[CH:15]=[C:14]([CH3:16])[CH:13]=[CH:12][C:8]=1[C:9]([OH:11])=[O:10].[CH3:17]O. (2) The reactants are: NN.[NH2:3][C:4]1[C:13]2[N:14]=[C:15]([CH2:21][O:22][N:23]3C(=O)C4C(=CC=CC=4)C3=O)[N:16]([CH2:17][CH:18]([CH3:20])[CH3:19])[C:12]=2[C:11]2[N:10]=[CH:9][CH:8]=[CH:7][C:6]=2[N:5]=1.C(=O)([O-])[O-].[Na+].[Na+]. Given the product [NH2:23][O:22][CH2:21][C:15]1[N:16]([CH2:17][CH:18]([CH3:20])[CH3:19])[C:12]2[C:11]3[N:10]=[CH:9][CH:8]=[CH:7][C:6]=3[N:5]=[C:4]([NH2:3])[C:13]=2[N:14]=1, predict the reactants needed to synthesize it. (3) Given the product [OH:36][CH2:35][CH2:34][CH2:33][NH:32][C:2]1[N:7]=[CH:6][C:5]([CH2:8][N:9]2[CH:14]=[C:13]([C:15]3[O:19][N:18]=[C:17]([C:20]4[CH:25]=[CH:24][C:23]([O:26][C:27]([F:30])([F:29])[F:28])=[CH:22][CH:21]=4)[N:16]=3)[CH:12]=[CH:11][C:10]2=[O:31])=[CH:4][CH:3]=1, predict the reactants needed to synthesize it. The reactants are: Cl[C:2]1[N:7]=[CH:6][C:5]([CH2:8][N:9]2[CH:14]=[C:13]([C:15]3[O:19][N:18]=[C:17]([C:20]4[CH:25]=[CH:24][C:23]([O:26][C:27]([F:30])([F:29])[F:28])=[CH:22][CH:21]=4)[N:16]=3)[CH:12]=[CH:11][C:10]2=[O:31])=[CH:4][CH:3]=1.[NH2:32][CH2:33][CH2:34][CH2:35][OH:36].O. (4) Given the product [CH3:1][O:2][C:3](=[O:27])[CH2:4][C@H:5]1[C:9]2[CH:10]=[CH:11][C:12]([O:14][C@H:15]3[C:23]4[C:18](=[C:19]([CH2:32][C:31]5[C:30]([F:29])=[CH:37][CH:36]=[CH:35][C:34]=5[F:38])[C:20]([C:24]#[N:25])=[CH:21][CH:22]=4)[CH2:17][CH2:16]3)=[CH:13][C:8]=2[O:7][CH2:6]1, predict the reactants needed to synthesize it. The reactants are: [CH3:1][O:2][C:3](=[O:27])[CH2:4][C@H:5]1[C:9]2[CH:10]=[CH:11][C:12]([O:14][C@H:15]3[C:23]4[C:18](=[C:19](Br)[C:20]([C:24]#[N:25])=[CH:21][CH:22]=4)[CH2:17][CH2:16]3)=[CH:13][C:8]=2[O:7][CH2:6]1.[Br-].[F:29][C:30]1[CH:37]=[CH:36][CH:35]=[C:34]([F:38])[C:31]=1[CH2:32][Zn+]. (5) Given the product [CH2:64]([N:61]1[C:56]2=[N:57][C:58]([CH2:59][CH3:60])=[C:53]([CH2:52][NH:51][C:13]([C:12]3[CH:11]=[CH:10][C:9]([NH:8][C:6](=[O:7])[O:5][C:2]([CH3:1])([CH3:3])[CH3:4])=[CH:17][CH:16]=3)=[O:15])[C:54]([NH:66][CH:67]3[CH2:68][CH2:69][O:70][CH2:71][CH2:72]3)=[C:55]2[CH:63]=[N:62]1)[CH3:65], predict the reactants needed to synthesize it. The reactants are: [CH3:1][C:2]([O:5][C:6]([NH:8][C:9]1[CH:17]=[CH:16][C:12]([C:13]([OH:15])=O)=[CH:11][CH:10]=1)=[O:7])([CH3:4])[CH3:3].F[P-](F)(F)(F)(F)F.N1(OC(N(C)C)=[N+](C)C)C2N=CC=CC=2N=N1.C(N(CC)C(C)C)(C)C.[NH2:51][CH2:52][C:53]1[C:58]([CH2:59][CH3:60])=[N:57][C:56]2[N:61]([CH2:64][CH3:65])[N:62]=[CH:63][C:55]=2[C:54]=1[NH:66][CH:67]1[CH2:72][CH2:71][O:70][CH2:69][CH2:68]1. (6) Given the product [Br:14][C:12]1[S:11][C:10]([NH2:13])=[N:9][C:8]=1[C:4]1[CH:5]=[CH:6][CH:7]=[C:2]([Cl:1])[CH:3]=1, predict the reactants needed to synthesize it. The reactants are: [Cl:1][C:2]1[CH:3]=[C:4]([C:8]2[N:9]=[C:10]([NH2:13])[S:11][CH:12]=2)[CH:5]=[CH:6][CH:7]=1.[Br:14]Br.C([O-])(O)=O.[Na+]. (7) Given the product [F:27][C:15]1[CH:14]=[C:13]2[C:18]([CH:19]=[CH:20][C:11]([CH3:10])=[N:12]2)=[C:17]([N:21]2[CH2:26][CH2:25][N:24]([CH2:33][CH2:34][C:35]3[CH:40]=[CH:39][CH:38]=[C:37]([N+:41]([O-:43])=[O:42])[CH:36]=3)[CH2:23][CH2:22]2)[CH:16]=1, predict the reactants needed to synthesize it. The reactants are: C(N(CC)C(C)C)(C)C.[CH3:10][C:11]1[CH:20]=[CH:19][C:18]2[C:13](=[CH:14][C:15]([F:27])=[CH:16][C:17]=2[N:21]2[CH2:26][CH2:25][NH:24][CH2:23][CH2:22]2)[N:12]=1.CS(O[CH2:33][CH2:34][C:35]1[CH:40]=[CH:39][CH:38]=[C:37]([N+:41]([O-:43])=[O:42])[CH:36]=1)(=O)=O. (8) The reactants are: Cl[C:2]1[C:7]([C:8]#[N:9])=[C:6]([Cl:10])[N:5]=[C:4]([NH:11][CH2:12][CH2:13][OH:14])[N:3]=1.[C:15]1([N:21]2[CH2:26][CH2:25][NH:24][CH2:23][CH2:22]2)[CH:20]=[CH:19][CH:18]=[CH:17][CH:16]=1.C(N(C(C)C)C(C)C)C. Given the product [Cl:10][C:6]1[C:7]([C:8]#[N:9])=[C:2]([N:24]2[CH2:25][CH2:26][N:21]([C:15]3[CH:20]=[CH:19][CH:18]=[CH:17][CH:16]=3)[CH2:22][CH2:23]2)[N:3]=[C:4]([NH:11][CH2:12][CH2:13][OH:14])[N:5]=1, predict the reactants needed to synthesize it. (9) Given the product [Si:48]([O:55][CH2:56][C@@H:57]1[CH2:66][C:65]2[C:60](=[CH:61][CH:62]=[CH:63][CH:64]=2)[CH2:59][N:58]1[C:67]([C:69]1[CH:70]=[C:71]([CH:76]=[CH:77][C:78]=1[C:79]1[N:80]([CH2:95][CH2:96][N:97]2[CH2:102][CH2:101][N:100]([CH3:103])[CH2:99][CH2:98]2)[CH:81]=[C:82]([C:84](=[O:94])[N:85]([CH2:90][CH2:91][CH2:92][CH3:93])[CH2:86][CH2:87][CH2:88][CH3:89])[N:83]=1)[C:72]([OH:74])=[O:73])=[O:68])([C:51]([CH3:53])([CH3:52])[CH3:54])([CH3:49])[CH3:50], predict the reactants needed to synthesize it. The reactants are: C(N(CCCC)C(C1N=C(C2C=CC(C(O)=O)=CC=2C(N2[C@H](CO)CC3C(=CC=CC=3)C2)=O)N(CCC2C=CC=CC=2)C=1)=O)CCC.[Si:48]([O:55][CH2:56][C@@H:57]1[CH2:66][C:65]2[C:60](=[CH:61][CH:62]=[CH:63][CH:64]=2)[CH2:59][N:58]1[C:67]([C:69]1[CH:70]=[C:71]([CH:76]=[CH:77][C:78]=1[C:79]1[N:80]([CH2:95][CH2:96][N:97]2[CH2:102][CH2:101][N:100]([CH3:103])[CH2:99][CH2:98]2)[CH:81]=[C:82]([C:84](=[O:94])[N:85]([CH2:90][CH2:91][CH2:92][CH3:93])[CH2:86][CH2:87][CH2:88][CH3:89])[N:83]=1)[C:72]([O:74]C)=[O:73])=[O:68])([C:51]([CH3:54])([CH3:53])[CH3:52])([CH3:50])[CH3:49]. (10) Given the product [C:6]([O:10][C:11](=[O:25])[NH:12][C@@H:13]([CH2:14][C:15]1[CH:20]=[CH:19][C:18]([CH3:21])=[CH:17][CH:16]=1)[CH2:22][NH2:23])([CH3:9])([CH3:8])[CH3:7], predict the reactants needed to synthesize it. The reactants are: C1COCC1.[C:6]([O:10][C:11](=[O:25])[NH:12][C@H:13]([C:22](=O)[NH2:23])[CH2:14][C:15]1[CH:20]=[CH:19][C:18]([CH3:21])=[CH:17][CH:16]=1)([CH3:9])([CH3:8])[CH3:7].